This data is from Peptide-MHC class I binding affinity with 185,985 pairs from IEDB/IMGT. The task is: Regression. Given a peptide amino acid sequence and an MHC pseudo amino acid sequence, predict their binding affinity value. This is MHC class I binding data. (1) The peptide sequence is ILDLISESPI. The MHC is HLA-A02:06 with pseudo-sequence HLA-A02:06. The binding affinity (normalized) is 0.273. (2) The peptide sequence is FLKEEGGL. The MHC is HLA-B45:01 with pseudo-sequence HLA-B45:01. The binding affinity (normalized) is 0. (3) The peptide sequence is IIKGIVNLY. The MHC is HLA-A26:01 with pseudo-sequence HLA-A26:01. The binding affinity (normalized) is 0.253. (4) The peptide sequence is VLKLRFWLI. The MHC is HLA-A01:01 with pseudo-sequence HLA-A01:01. The binding affinity (normalized) is 0.0847. (5) The peptide sequence is LLQGVPFHV. The MHC is HLA-B27:05 with pseudo-sequence HLA-B27:05. The binding affinity (normalized) is 0.0847. (6) The peptide sequence is KSRQGDTKV. The MHC is HLA-B27:03 with pseudo-sequence HLA-B27:03. The binding affinity (normalized) is 0.0847.